This data is from Full USPTO retrosynthesis dataset with 1.9M reactions from patents (1976-2016). The task is: Predict the reactants needed to synthesize the given product. Given the product [Cl:12][C:13]1[N:21]=[C:20]([Cl:22])[CH:19]=[CH:18][C:14]=1[C:15]([NH:9][C@H:6]1[CH2:5][CH2:4][C@H:3]([C:2]([F:10])([F:11])[F:1])[CH2:8][CH2:7]1)=[O:16], predict the reactants needed to synthesize it. The reactants are: [F:1][C:2]([F:11])([F:10])[C@H:3]1[CH2:8][CH2:7][C@H:6]([NH2:9])[CH2:5][CH2:4]1.[Cl:12][C:13]1[N:21]=[C:20]([Cl:22])[CH:19]=[CH:18][C:14]=1[C:15](Cl)=[O:16].